This data is from Forward reaction prediction with 1.9M reactions from USPTO patents (1976-2016). The task is: Predict the product of the given reaction. (1) The product is: [F:5][C:6]1[CH:16]=[CH:15][C:9]([O:10][CH2:11][CH:12]2[O:13][C:2]([NH2:3])=[N:1][CH2:14]2)=[CH:8][CH:7]=1. Given the reactants [N:1]#[C:2][NH2:3].[Na].[F:5][C:6]1[CH:16]=[CH:15][C:9]([O:10][CH2:11][CH:12]2[CH2:14][O:13]2)=[CH:8][CH:7]=1, predict the reaction product. (2) Given the reactants [NH2:1][C:2]1[CH:24]=[C:23]([Br:25])[CH:22]=[CH:21][C:3]=1[C:4]([N:6]1[CH2:11][CH2:10][CH:9]([N:12]([CH3:20])[C:13](=[O:19])[O:14][C:15]([CH3:18])([CH3:17])[CH3:16])[CH2:8][CH2:7]1)=[O:5].C(N(CC)CC)C.[C:33](Cl)(=[O:35])[CH3:34].O, predict the reaction product. The product is: [C:33]([NH:1][C:2]1[CH:24]=[C:23]([Br:25])[CH:22]=[CH:21][C:3]=1[C:4]([N:6]1[CH2:7][CH2:8][CH:9]([N:12]([CH3:20])[C:13](=[O:19])[O:14][C:15]([CH3:17])([CH3:18])[CH3:16])[CH2:10][CH2:11]1)=[O:5])(=[O:35])[CH3:34]. (3) The product is: [C:1]([B-:3]([C:8]#[N:9])([C:6]#[N:7])[C:4]#[N:5])#[N:2].[CH3:12][N+:13]1([CH2:18][CH2:19][CH2:20][CH2:21][CH2:22][CH2:23][CH2:24][CH3:25])[CH2:14][CH2:15][CH2:16][CH2:17]1. Given the reactants [C:1]([B-:3]([C:8]#[N:9])([C:6]#[N:7])[C:4]#[N:5])#[N:2].[K+].[Br-].[CH3:12][N+:13]1([CH2:18][CH2:19][CH2:20][CH2:21][CH2:22][CH2:23][CH2:24][CH3:25])[CH2:17][CH2:16][CH2:15][CH2:14]1, predict the reaction product.